Dataset: Catalyst prediction with 721,799 reactions and 888 catalyst types from USPTO. Task: Predict which catalyst facilitates the given reaction. (1) Reactant: [C:1]([Mg]Br)#[CH:2].[CH:5]1([C:9](=[O:11])[CH3:10])[CH2:8][CH2:7][CH2:6]1. Product: [CH:5]1([C:9]([OH:11])([C:1]#[CH:2])[CH3:10])[CH2:8][CH2:7][CH2:6]1. The catalyst class is: 1. (2) Reactant: [NH2:1][CH2:2][CH2:3][CH2:4][NH:5][C:6](=[O:12])[O:7][C:8]([CH3:11])([CH3:10])[CH3:9].C(N(CC)CC)C.[CH3:20]I.C(=O)([O-])O.[Na+].[C:27](=[S:29])=[S:28]. Product: [CH3:20][S:28][C:27]([NH:1][CH2:2][CH2:3][CH2:4][NH:5][C:6](=[O:12])[O:7][C:8]([CH3:9])([CH3:11])[CH3:10])=[S:29]. The catalyst class is: 7. (3) Reactant: [Cl:1][C:2]1[CH:18]=[C:17]([Cl:19])[CH:16]=[CH:15][C:3]=1[O:4][C:5]1[CH:12]=[CH:11][C:8]([C:9]#[N:10])=[CH:7][C:6]=1[O:13]C.O. Product: [Cl:1][C:2]1[CH:18]=[C:17]([Cl:19])[CH:16]=[CH:15][C:3]=1[O:4][C:5]1[CH:12]=[CH:11][C:8]([C:9]#[N:10])=[CH:7][C:6]=1[OH:13]. The catalyst class is: 4. (4) Reactant: [NH2:1][CH2:2][C@@H:3]1[CH2:8][CH2:7][C@H:6]([C:9]([O:11][CH2:12][CH2:13][CH2:14][CH3:15])=[O:10])[CH2:5][CH2:4]1.[C:16](O[C:16]([O:18][C:19]([CH3:22])([CH3:21])[CH3:20])=[O:17])([O:18][C:19]([CH3:22])([CH3:21])[CH3:20])=[O:17]. Product: [C:19]([O:18][C:16]([NH:1][CH2:2][C@@H:3]1[CH2:4][CH2:5][C@H:6]([C:9]([O:11][CH2:12][CH2:13][CH2:14][CH3:15])=[O:10])[CH2:7][CH2:8]1)=[O:17])([CH3:22])([CH3:21])[CH3:20]. The catalyst class is: 4. (5) Reactant: [C:1]([O:5][C:6]([N:8]1[CH2:13][CH2:12][O:11][C@@H:10]([C:14]2[CH:19]=[CH:18][C:17]([NH2:20])=[C:16]([F:21])[CH:15]=2)[CH2:9]1)=[O:7])([CH3:4])([CH3:3])[CH3:2].[C:22]([C:24]1[CH:29]=[CH:28][N:27]=[C:26]([C:30](O)=[O:31])[CH:25]=1)#[N:23].CN(C(ON1N=NC2C=CC=CC1=2)=[N+](C)C)C.F[P-](F)(F)(F)(F)F.CN1CCOCC1. Product: [C:1]([O:5][C:6]([N:8]1[CH2:13][CH2:12][O:11][C@@H:10]([C:14]2[CH:19]=[CH:18][C:17]([NH:20][C:30]([C:26]3[CH:25]=[C:24]([C:22]#[N:23])[CH:29]=[CH:28][N:27]=3)=[O:31])=[C:16]([F:21])[CH:15]=2)[CH2:9]1)=[O:7])([CH3:4])([CH3:2])[CH3:3]. The catalyst class is: 18. (6) Product: [C:1]1([N:7]2[N:11]=[C:10]([CH:12]([C:20]([C:22]3[N:26]([CH3:27])[N:25]=[C:24]([CH3:28])[C:23]=3[CH3:29])=[O:19])[C:13]#[N:14])[C:9]([CH2:15][CH3:16])=[N:8]2)[CH:6]=[CH:5][CH:4]=[CH:3][CH:2]=1. The catalyst class is: 270. Reactant: [C:1]1([N:7]2[N:11]=[C:10]([CH2:12][C:13]#[N:14])[C:9]([CH2:15][CH3:16])=[N:8]2)[CH:6]=[CH:5][CH:4]=[CH:3][CH:2]=1.C([O:19][C:20]([C:22]1[N:26]([CH3:27])[N:25]=[C:24]([CH3:28])[C:23]=1[CH3:29])=O)C.CCCCCCC.CC(C)([O-])C.[K+].